Dataset: Full USPTO retrosynthesis dataset with 1.9M reactions from patents (1976-2016). Task: Predict the reactants needed to synthesize the given product. (1) Given the product [NH2:32][CH:4]1[C:13]2[CH:12]=[C:11]3[O:14][CH2:15][O:16][C:10]3=[CH:9][C:8]=2[N:7]([C:24](=[O:26])[CH3:25])[CH:6]([CH3:27])[CH2:5]1, predict the reactants needed to synthesize it. The reactants are: C(=O)(O[CH:4]1[C:13]2[CH:12]=[C:11]3[O:14][CH:15](CC4C=CC=CC=4)[O:16][C:10]3=[CH:9][C:8]=2[N:7]([C:24](=[O:26])[CH3:25])[CH:6]([CH3:27])[CH2:5]1)N.C([O-])=O.[NH4+:32].[H][H]. (2) Given the product [F:32][C:27]1[CH:28]=[CH:29][CH:30]=[CH:31][C:26]=1[CH2:25][N:8]([CH2:7][C:6]1[CH:22]=[CH:23][C:3]([O:2][CH3:1])=[CH:4][CH:5]=1)[S:9]([C:12]1[CH:13]=[CH:14][C:15]([C:16]([OH:18])=[O:17])=[CH:20][CH:21]=1)(=[O:10])=[O:11], predict the reactants needed to synthesize it. The reactants are: [CH3:1][O:2][C:3]1[CH:23]=[CH:22][C:6]([CH2:7][NH:8][S:9]([C:12]2[CH:21]=[CH:20][C:15]([C:16]([O:18]C)=[O:17])=[CH:14][CH:13]=2)(=[O:11])=[O:10])=[CH:5][CH:4]=1.Br[CH2:25][C:26]1[CH:31]=[CH:30][CH:29]=[CH:28][C:27]=1[F:32].